From a dataset of Reaction yield outcomes from USPTO patents with 853,638 reactions. Predict the reaction yield, written as a fraction of the theoretical maximum amount of product (1.0 means a 100% yield; for example, 0.34 means a 34% yield). (1) The reactants are C[O:2][C:3](=[O:25])[CH:4]([C:11]1[CH:16]=[CH:15][C:14]([S:17]([CH3:20])(=[O:19])=[O:18])=[C:13]([S:21]([CH3:24])(=[O:23])=[O:22])[CH:12]=1)[CH2:5][CH:6]1[CH2:10][CH2:9][CH2:8][CH2:7]1.[OH-].[Li+]. The catalyst is O1CCCC1. The product is [CH3:24][S:21]([C:13]1[CH:12]=[C:11]([CH:4]([CH2:5][CH:6]2[CH2:7][CH2:8][CH2:9][CH2:10]2)[C:3]([OH:25])=[O:2])[CH:16]=[CH:15][C:14]=1[S:17]([CH3:20])(=[O:19])=[O:18])(=[O:23])=[O:22]. The yield is 0.980. (2) The reactants are C[N:2]1[CH:7]=[C:6]([N+]([O-])=O)[CH:5]=[C:4]([N+:11]([O-:13])=[O:12])[C:3]1=O.[CH3:15][CH:16](C)[C:17](=O)C.N. The catalyst is CO. The product is [CH:16]([C:7]1[CH:6]=[CH:5][C:4]([N+:11]([O-:13])=[O:12])=[CH:3][N:2]=1)([CH3:17])[CH3:15]. The yield is 0.280. (3) The reactants are [C]=[O:2].Br[C:4]1[C:5]([S:14][CH2:15][CH3:16])=[N:6][C:7]([C:10]([F:13])([F:12])[F:11])=[CH:8][CH:9]=1.CCN([CH2:22][CH3:23])CC.O.C[CH2:26][OH:27]. The catalyst is CN(C=O)C.CC([O-])=O.CC([O-])=O.[Pd+2].C1C=CC(P(C2C=CC=CC=2)[C-]2C=CC=C2)=CC=1.C1C=CC(P(C2C=CC=CC=2)[C-]2C=CC=C2)=CC=1.[Fe+2]. The product is [CH2:15]([S:14][C:5]1[C:4]([C:26]([O:27][CH2:22][CH3:23])=[O:2])=[CH:9][CH:8]=[C:7]([C:10]([F:13])([F:12])[F:11])[N:6]=1)[CH3:16]. The yield is 0.880. (4) The reactants are [OH:1][C:2]1([C:7]([OH:9])=[O:8])[CH2:6][CH2:5][CH2:4][CH2:3]1.[CH3:10]O. The catalyst is OS(O)(=O)=O. The product is [OH:1][C:2]1([C:7]([O:9][CH3:10])=[O:8])[CH2:6][CH2:5][CH2:4][CH2:3]1. The yield is 0.920. (5) The reactants are [Cl:1][C:2]1[N:3]=[C:4]([CH3:19])[CH:5]=[C:6]2[C:11]=1[N:10]([CH3:12])[CH:9]=[C:8]([C:13]([O:15][CH2:16][CH3:17])=[O:14])[C:7]2=[O:18].BrN1C(=O)CCC1=O.[NH:28]1[CH2:33][CH2:32][O:31][CH2:30][CH2:29]1.C(Cl)Cl. The catalyst is ClC(Cl)C.CN(C=O)C. The product is [Cl:1][C:2]1[N:3]=[C:4]([CH2:19][N:28]2[CH2:33][CH2:32][O:31][CH2:30][CH2:29]2)[CH:5]=[C:6]2[C:11]=1[N:10]([CH3:12])[CH:9]=[C:8]([C:13]([O:15][CH2:16][CH3:17])=[O:14])[C:7]2=[O:18]. The yield is 0.400. (6) The reactants are [Cl:1][C:2]1[CH:10]=[C:9]2[C:5]([CH:6]=[CH:7][NH:8]2)=[CH:4][CH:3]=1.[F:11][C:12]([F:23])([F:22])[C:13](O[C:13](=[O:14])[C:12]([F:23])([F:22])[F:11])=[O:14].O. The catalyst is O1CCCC1. The product is [Cl:1][C:2]1[CH:10]=[C:9]2[C:5]([C:6]([C:13](=[O:14])[C:12]([F:23])([F:22])[F:11])=[CH:7][NH:8]2)=[CH:4][CH:3]=1. The yield is 0.930. (7) The reactants are C(O[C:6](=[O:27])[NH:7][C:8]1[N:9]=[C:10]2[C:15]([C:16]([F:19])([F:18])[F:17])=[CH:14][C:13](C3OC=CC=3)=[CH:12][N:11]2[C:25]=1[Cl:26])(C)(C)C.[H-].[Na+].[S:30]1[CH:34]=[CH:33][CH:32]=[C:31]1C(Cl)=O.Cl.[CH2:39]1[CH2:43][O:42][CH2:41][CH2:40]1. The catalyst is O1CCOCC1. The product is [Cl:26][C:25]1[N:11]2[CH:12]=[C:13]([C:40]3[CH:39]=[CH:43][O:42][CH:41]=3)[CH:14]=[C:15]([C:16]([F:18])([F:17])[F:19])[C:10]2=[N:9][C:8]=1[NH:7][C:6]([C:34]1[S:30][CH:31]=[CH:32][CH:33]=1)=[O:27]. The yield is 0.200.